Dataset: Full USPTO retrosynthesis dataset with 1.9M reactions from patents (1976-2016). Task: Predict the reactants needed to synthesize the given product. (1) Given the product [CH3:1][C:2]1[S:6][C:5]([C:21](=[O:23])[CH3:22])=[N:4][CH:3]=1, predict the reactants needed to synthesize it. The reactants are: [CH3:1][C:2]1[S:6][CH:5]=[N:4][CH:3]=1.CCCCCC.C([Li])CCC.CON(C)[C:21](=[O:23])[CH3:22]. (2) Given the product [CH3:29][CH2:30][CH2:31][CH2:32][CH2:33][CH2:34][CH2:35][CH2:36][O:37][C@@H:38]1[O:43][C@H:42]([CH2:44][OH:45])[C@@H:41]([OH:46])[C@H:40]([OH:47])[C@H:39]1[OH:48], predict the reactants needed to synthesize it. The reactants are: CC(CCC[C@H]([C@@H]1[C@]2(C)[C@H]([C@H]3[C@H](CC2)[C@]2(C)C(C[C@H](CC2)O)=CC3)CC1)C)C.[CH3:29][CH2:30][CH2:31][CH2:32][CH2:33][CH2:34][CH2:35][CH2:36][O:37][CH:38]1[O:43][C@H:42]([CH2:44][OH:45])[C@@H:41]([OH:46])[C@H:40]([OH:47])[C@H:39]1[OH:48]. (3) Given the product [C:39]([N:16]1[CH2:15][CH2:14][N:13]([CH2:12][CH2:11][N:7]2[C:8]3[C:4](=[CH:3][C:2]([Cl:1])=[CH:10][CH:9]=3)[CH:5]=[C:6]2[CH2:19][N:20]2[C:24]3=[CH:25][N:26]=[CH:27][CH:28]=[C:23]3[C:22]3([CH2:30][CH2:29]3)[C:21]2=[O:31])[CH2:18][CH2:17]1)(=[O:41])[CH3:40], predict the reactants needed to synthesize it. The reactants are: [Cl:1][C:2]1[CH:3]=[C:4]2[C:8](=[CH:9][CH:10]=1)[N:7]([CH2:11][CH2:12][N:13]1[CH2:18][CH2:17][NH:16][CH2:15][CH2:14]1)[C:6]([CH2:19][N:20]1[C:24]3=[CH:25][N:26]=[CH:27][CH:28]=[C:23]3[C:22]3([CH2:30][CH2:29]3)[C:21]1=[O:31])=[CH:5]2.C(N(CC)CC)C.[C:39](OC(=O)C)(=[O:41])[CH3:40]. (4) Given the product [N:17]1([C:22]2[CH:23]=[CH:24][C:25]([CH:28]([O:35][CH3:36])[C:29]([C:12]3[O:11][C:10]([C:5]4[CH:6]=[C:7]([O:8][CH3:9])[C:2]([Br:1])=[C:3]([O:15][CH3:16])[CH:4]=4)=[CH:14][CH:13]=3)=[O:30])=[CH:26][CH:27]=2)[CH:21]=[CH:20][N:19]=[N:18]1, predict the reactants needed to synthesize it. The reactants are: [Br:1][C:2]1[C:7]([O:8][CH3:9])=[CH:6][C:5]([C:10]2[O:11][CH:12]=[CH:13][CH:14]=2)=[CH:4][C:3]=1[O:15][CH3:16].[N:17]1([C:22]2[CH:27]=[CH:26][C:25]([CH:28]([O:35][CH3:36])[C:29](N(OC)C)=[O:30])=[CH:24][CH:23]=2)[CH:21]=[CH:20][N:19]=[N:18]1. (5) Given the product [NH2:34][C:33]1[CH:32]=[CH:31][C:30]([C:42]2[CH:43]=[CH:44][CH:45]=[CH:46][CH:47]=2)=[CH:29][C:28]=1[NH:27][C:25](=[O:26])[C:24]1[CH:48]=[CH:49][C:21]([N:18]2[CH2:19][CH2:20][C@H:16]([NH2:15])[CH2:17]2)=[CH:22][CH:23]=1, predict the reactants needed to synthesize it. The reactants are: C(O)(C(F)(F)F)=O.C(OC([NH:15][C@H:16]1[CH2:20][CH2:19][N:18]([C:21]2[CH:49]=[CH:48][C:24]([C:25]([NH:27][C:28]3[CH:29]=[C:30]([C:42]4[CH:47]=[CH:46][CH:45]=[CH:44][CH:43]=4)[CH:31]=[CH:32][C:33]=3[NH:34]C(=O)OC(C)(C)C)=[O:26])=[CH:23][CH:22]=2)[CH2:17]1)=O)(C)(C)C. (6) Given the product [Cl:33][C:4]1[CH:3]=[C:2]([C:51]2[CH:52]=[CH:53][C:48]([C:46]([NH:45][CH2:43][CH3:44])=[O:47])=[N:49][CH:50]=2)[CH:7]=[CH:6][C:5]=1[N:8]1[CH2:32][CH2:31][CH2:30][C@@:10]2([C:14](=[O:15])[N:13]([C@H:16]3[CH2:21][CH2:20][C@@H:19]([OH:22])[CH2:18][CH2:17]3)[CH2:12][CH2:11]2)[CH2:9]1, predict the reactants needed to synthesize it. The reactants are: Br[C:2]1[CH:7]=[CH:6][C:5]([N:8]2[CH2:32][CH2:31][CH2:30][C@@:10]3([C:14](=[O:15])[N:13]([C@H:16]4[CH2:21][CH2:20][C@@H:19]([O:22][Si](C(C)(C)C)(C)C)[CH2:18][CH2:17]4)[CH2:12][CH2:11]3)[CH2:9]2)=[C:4]([Cl:33])[CH:3]=1.ClCCl.C(=O)([O-])[O-].[K+].[K+].[CH2:43]([NH:45][C:46]([C:48]1[CH:53]=[CH:52][C:51](B2OC(C)(C)C(C)(C)O2)=[CH:50][N:49]=1)=[O:47])[CH3:44].